From a dataset of Experimentally validated miRNA-target interactions with 360,000+ pairs, plus equal number of negative samples. Binary Classification. Given a miRNA mature sequence and a target amino acid sequence, predict their likelihood of interaction. The miRNA is hsa-miR-302b-5p with sequence ACUUUAACAUGGAAGUGCUUUC. The protein sequence of the target gene is MPPKKGGDGIKPPPIIGRFGTSLKIGIVGLPNVGKSTFFNVLTNSQASAENFPFCTIDPNESRVPVPDERFDFLCQYHKPASKIPAFLNVVDIAGLVKGAHNGQGLGNAFLSHISACDGIFHLTRAFEDDDITHVEGSVDPIRDIEIIHEELQLKDEEMIGPIIDKLEKVAVRGGDKKLKPEYDIMCKVKSWVIDQKKPVRFYHDWNDKEIEVLNKHLFLTSKPMVYLVNLSEKDYIRKKNKWLIKIKEWVDKYDPGALVIPFSGALELKLQELSAEERQKYLEANMTQSALPKIIKAGF.... Result: 1 (interaction).